The task is: Predict the reactants needed to synthesize the given product.. This data is from Full USPTO retrosynthesis dataset with 1.9M reactions from patents (1976-2016). (1) Given the product [I:34][C:23]1[C:22]([C:24]2[CH:29]=[CH:28][N:27]=[CH:26][CH:25]=2)=[N:21][N:20]2[C:15]([C:12]3[CH:13]=[N:14][C:9]([N:5]4[CH2:4][C@@H:3]5[CH2:8][C@H:6]4[CH2:7][N:2]5[CH3:1])=[CH:10][CH:11]=3)=[CH:16][CH:17]=[N:18][C:19]=12, predict the reactants needed to synthesize it. The reactants are: [CH3:1][N:2]1[CH2:7][C@@H:6]2[CH2:8][C@H:3]1[CH2:4][N:5]2[C:9]1[N:14]=[CH:13][C:12]([C:15]2[N:20]3[N:21]=[C:22]([C:24]4[CH:29]=[CH:28][N:27]=[CH:26][CH:25]=4)[CH:23]=[C:19]3[N:18]=[CH:17][CH:16]=2)=[CH:11][CH:10]=1.C(O)(=O)C.[I:34]N1C(=O)CCC1=O. (2) Given the product [Br:14][C:12]1[CH:11]=[CH:10][C:9]2[O:15][CH2:16][CH:17]([CH3:18])[N:7]([C:6]([OH:5])=[O:20])[C:8]=2[CH:13]=1, predict the reactants needed to synthesize it. The reactants are: C([O:5][C:6](=[O:20])[NH:7][C:8]1[CH:13]=[C:12]([Br:14])[CH:11]=[CH:10][C:9]=1[O:15][CH2:16][CH:17](Br)[CH3:18])(C)(C)C.C(=O)([O-])[O-].[K+].[K+]. (3) Given the product [CH3:1][O:2][C:3]([C:5]1[CH:6]=[C:7]([Cl:18])[C:8]([C:11]2[CH:12]=[N:13][C:14]([CH:17]=[O:20])=[CH:15][CH:16]=2)=[N:9][CH:10]=1)=[O:4], predict the reactants needed to synthesize it. The reactants are: [CH3:1][O:2][C:3]([C:5]1[CH:6]=[C:7]([Cl:18])[C:8]([C:11]2[CH:12]=[N:13][C:14]([CH3:17])=[CH:15][CH:16]=2)=[N:9][CH:10]=1)=[O:4].[Se](=O)=[O:20]. (4) Given the product [CH3:1][O:2][C:3]1[C:12]([O:13][CH3:14])=[C:11]2[C:6]([C:7]([N:15]([CH2:24][CH2:23][CH3:27])[C@H:16]3[CH2:20][CH2:19][O:18][CH2:17]3)=[N:8][CH:9]=[N:10]2)=[CH:5][CH:4]=1, predict the reactants needed to synthesize it. The reactants are: [CH3:1][O:2][C:3]1[C:12]([O:13][CH3:14])=[C:11]2[C:6]([C:7]([NH:15][C@H:16]3[CH2:20][CH2:19][O:18][CH2:17]3)=[N:8][CH:9]=[N:10]2)=[CH:5][CH:4]=1.[H-].[Na+].[CH2:23]1[CH2:27]OC[CH2:24]1. (5) Given the product [Cl:14][C:11]1[CH:12]=[CH:13][C:8]([CH2:16][C:17]([O:19][CH2:20][CH3:21])=[O:18])=[N:9][CH:10]=1, predict the reactants needed to synthesize it. The reactants are: C(=O)([O-])[O-].[Cs+].[Cs+].Br[C:8]1[CH:13]=[CH:12][C:11]([Cl:14])=[CH:10][N:9]=1.C(OCC)(=O)[CH2:16][C:17]([O:19][CH2:20][CH3:21])=[O:18].N1C=CC=CC=1C(O)=O. (6) Given the product [Br:5][CH2:1][C:12]1[CH:11]=[C:10]([F:9])[C:15]([F:16])=[CH:14][C:13]=1[C:17]1[CH:18]=[CH:19][C:20]([C:23]([NH:25][CH2:26][CH2:27][C:28]([O:30][CH2:31][CH3:32])=[O:29])=[O:24])=[N:21][CH:22]=1, predict the reactants needed to synthesize it. The reactants are: [C:1]([Br:5])(Br)(Br)Br.C(Cl)Cl.[F:9][C:10]1[C:15]([F:16])=[CH:14][C:13]([C:17]2[CH:18]=[CH:19][C:20]([C:23]([NH:25][CH2:26][CH2:27][C:28]([O:30][CH2:31][CH3:32])=[O:29])=[O:24])=[N:21][CH:22]=2)=[C:12](CO)[CH:11]=1.C1C=CC(P(C2C=CC=CC=2)C2C=CC=CC=2)=CC=1. (7) Given the product [CH3:46][C:43]1[CH:42]=[CH:41][C:40]2[NH:39][C:33]3[C:34]([C:36](=[O:38])[C:45]=2[CH:44]=1)=[CH:35][C:27]1[NH:26][C:23]2[CH:22]=[CH:21][C:20]([CH3:47])=[CH:25][C:24]=2[C:29](=[O:30])[C:28]=1[CH:32]=3, predict the reactants needed to synthesize it. The reactants are: P(=O)(O)(O)O.O=P12OP3(OP(OP(O3)(O1)=O)(=O)O2)=O.[C:20]1([CH3:47])[CH:25]=[CH:24][C:23]([NH:26][C:27]2[CH:35]=[C:34]([C:36]([OH:38])=O)[C:33]([NH:39][C:40]3[CH:45]=[CH:44][C:43]([CH3:46])=[CH:42][CH:41]=3)=[CH:32][C:28]=2[C:29](O)=[O:30])=[CH:22][CH:21]=1. (8) Given the product [F:1][C:2]1[CH:3]=[C:4]([CH:8]=[C:9]([N+:11]([O-:13])=[O:12])[CH:10]=1)[C:5]([Cl:23])=[O:6], predict the reactants needed to synthesize it. The reactants are: [F:1][C:2]1[CH:3]=[C:4]([CH:8]=[C:9]([N+:11]([O-:13])=[O:12])[CH:10]=1)[C:5](O)=[O:6].N1C2C(=CC=CN=2)C=C1.[Cl-:23].[Cl-].[Cl-].[Al+3]. (9) Given the product [N+:18]([C:21]1[CH:26]=[CH:25][N:24]=[C:23]([CH:27]=[C:10]2[C:11]3[C:16](=[CH:15][CH:14]=[CH:13][CH:12]=3)[C:7](=[O:39])[O:17]2)[CH:22]=1)([O-:20])=[O:19], predict the reactants needed to synthesize it. The reactants are: COP([C:7]1[C:16]2[C:11](=[CH:12][CH:13]=[CH:14][CH:15]=2)[C:10](=[O:17])NN=1)(=O)OC.[N+:18]([C:21]1[CH:26]=[CH:25][N:24]=[C:23]([CH:27]=O)[CH:22]=1)([O-:20])=[O:19].C(N(CC)CC)C.C1C[O:39]CC1. (10) Given the product [Cl:1][C:2]1[N:7]2[N:8]=[C:9]([NH:11][C:17](=[O:24])[C:18]3[CH:23]=[CH:22][CH:21]=[N:20][CH:19]=3)[N:10]=[C:6]2[CH:5]=[C:4]([C:12]([F:13])([F:15])[F:14])[CH:3]=1, predict the reactants needed to synthesize it. The reactants are: [Cl:1][C:2]1[N:7]2[N:8]=[C:9]([NH2:11])[N:10]=[C:6]2[CH:5]=[C:4]([C:12]([F:15])([F:14])[F:13])[CH:3]=1.Cl.[C:17](Cl)(=[O:24])[C:18]1[CH:23]=[CH:22][CH:21]=[N:20][CH:19]=1.